Dataset: NCI-60 drug combinations with 297,098 pairs across 59 cell lines. Task: Regression. Given two drug SMILES strings and cell line genomic features, predict the synergy score measuring deviation from expected non-interaction effect. (1) Drug 1: C1C(C(OC1N2C=C(C(=O)NC2=O)F)CO)O. Drug 2: C1=CN(C(=O)N=C1N)C2C(C(C(O2)CO)O)O.Cl. Cell line: MDA-MB-231. Synergy scores: CSS=23.9, Synergy_ZIP=-7.76, Synergy_Bliss=-5.69, Synergy_Loewe=1.62, Synergy_HSA=2.45. (2) Drug 1: CNC(=O)C1=CC=CC=C1SC2=CC3=C(C=C2)C(=NN3)C=CC4=CC=CC=N4. Drug 2: CC12CCC3C(C1CCC2=O)CC(=C)C4=CC(=O)C=CC34C. Cell line: ACHN. Synergy scores: CSS=20.4, Synergy_ZIP=1.66, Synergy_Bliss=-4.79, Synergy_Loewe=-5.48, Synergy_HSA=-4.04. (3) Drug 1: CNC(=O)C1=NC=CC(=C1)OC2=CC=C(C=C2)NC(=O)NC3=CC(=C(C=C3)Cl)C(F)(F)F. Drug 2: CCC1(CC2CC(C3=C(CCN(C2)C1)C4=CC=CC=C4N3)(C5=C(C=C6C(=C5)C78CCN9C7C(C=CC9)(C(C(C8N6C)(C(=O)OC)O)OC(=O)C)CC)OC)C(=O)OC)O.OS(=O)(=O)O. Cell line: EKVX. Synergy scores: CSS=-0.0445, Synergy_ZIP=-1.24, Synergy_Bliss=-1.46, Synergy_Loewe=-1.07, Synergy_HSA=-1.40.